This data is from Forward reaction prediction with 1.9M reactions from USPTO patents (1976-2016). The task is: Predict the product of the given reaction. (1) Given the reactants [N+:1]([C:4]1[CH:5]=[CH:6][C:7]([CH:10]([N:12]2[CH2:17][CH2:16][O:15][CH2:14][CH2:13]2)[CH3:11])=[N:8][CH:9]=1)([O-])=O.C([O-])=O.[NH4+], predict the reaction product. The product is: [N:12]1([CH:10]([C:7]2[N:8]=[CH:9][C:4]([NH2:1])=[CH:5][CH:6]=2)[CH3:11])[CH2:17][CH2:16][O:15][CH2:14][CH2:13]1. (2) Given the reactants [NH2:1][CH2:2][CH2:3][C:4]([C:9]1[CH:14]=[CH:13][C:12]([F:15])=[CH:11][CH:10]=1)([OH:8])[CH2:5][CH:6]=[CH2:7].CCN(C(C)C)C(C)C.Cl[C:26](Cl)([O:28]C(=O)OC(Cl)(Cl)Cl)Cl, predict the reaction product. The product is: [CH2:5]([C:4]1([C:9]2[CH:10]=[CH:11][C:12]([F:15])=[CH:13][CH:14]=2)[O:8][C:26](=[O:28])[NH:1][CH2:2][CH2:3]1)[CH:6]=[CH2:7]. (3) Given the reactants Cl.O.[OH:3][C:4]12[C:15]3[C:10](=[C:11]([N+:16]([O-])=O)[CH:12]=[CH:13][CH:14]=3)[C:9](=[O:19])[C:8]1([NH:20][C:21]([C:23]1[N:32]=[C:26]3[N:27]=[CH:28][CH:29]=[C:30]([CH3:31])[N:25]3[N:24]=1)=[O:22])[C:7]1[CH:33]=[CH:34][C:35]([CH:37]([CH3:39])[CH3:38])=[CH:36][C:6]=1[O:5]2, predict the reaction product. The product is: [NH2:16][C:11]1[CH:12]=[CH:13][CH:14]=[C:15]2[C:10]=1[C:9](=[O:19])[C:8]1([NH:20][C:21]([C:23]3[N:32]=[C:26]4[N:27]=[CH:28][CH:29]=[C:30]([CH3:31])[N:25]4[N:24]=3)=[O:22])[C:7]3[CH:33]=[CH:34][C:35]([CH:37]([CH3:38])[CH3:39])=[CH:36][C:6]=3[O:5][C:4]12[OH:3]. (4) Given the reactants [OH:1][CH2:2][CH2:3][O:4][C:5]1[CH:10]=[CH:9][C:8]([CH:11]2[CH2:16][CH2:15][N:14]([C:17]([O:19][C:20]([CH3:23])([CH3:22])[CH3:21])=[O:18])[CH2:13][CH:12]2[O:24][CH2:25][C:26]2[CH:35]=[CH:34][C:33]3[C:28](=[CH:29][CH:30]=[CH:31][CH:32]=3)[CH:27]=2)=[CH:7][CH:6]=1.[CH3:36][Si:37]([CH3:53])([CH3:52])[CH2:38][CH2:39][O:40][CH2:41][O:42][C:43]1[CH:51]=[CH:50][C:46]([C:47](O)=[O:48])=[CH:45][CH:44]=1.Cl.C(N=C=NCCCN(C)C)C, predict the reaction product. The product is: [CH:27]1[C:28]2[C:33](=[CH:32][CH:31]=[CH:30][CH:29]=2)[CH:34]=[CH:35][C:26]=1[CH2:25][O:24][CH:12]1[CH:11]([C:8]2[CH:9]=[CH:10][C:5]([O:4][CH2:3][CH2:2][O:1][C:47](=[O:48])[C:46]3[CH:50]=[CH:51][C:43]([O:42][CH2:41][O:40][CH2:39][CH2:38][Si:37]([CH3:52])([CH3:36])[CH3:53])=[CH:44][CH:45]=3)=[CH:6][CH:7]=2)[CH2:16][CH2:15][N:14]([C:17]([O:19][C:20]([CH3:23])([CH3:21])[CH3:22])=[O:18])[CH2:13]1. (5) Given the reactants [Cr](O[Cr]([O-])(=O)=O)([O-])(=O)=O.[NH+]1C=CC=CC=1.[NH+]1C=CC=CC=1.C(O)(=O)C.[CH3:26][C:27]([Si:30]([CH3:48])([CH3:47])[O:31][CH:32]1[CH:36]([CH2:37][O:38][CH2:39][C:40]2[CH:45]=[CH:44][CH:43]=[CH:42][CH:41]=2)[CH:35]([OH:46])[CH:34]=[CH:33]1)([CH3:29])[CH3:28].C(OCC)(=O)C, predict the reaction product. The product is: [CH3:29][C:27]([Si:30]([CH3:48])([CH3:47])[O:31][C@@H:32]1[C@@H:36]([CH2:37][O:38][CH2:39][C:40]2[CH:41]=[CH:42][CH:43]=[CH:44][CH:45]=2)[C:35](=[O:46])[CH:34]=[CH:33]1)([CH3:26])[CH3:28]. (6) Given the reactants [OH2:1].[C:2]([O-:5])([O-:4])=O.[Na+].[Na+].[CH3:20][C:19]([O:18][C:16](O[C:16]([O:18][C:19]([CH3:22])([CH3:21])[CH3:20])=[O:17])=[O:17])([CH3:22])[CH3:21].ClCCl.CO.[CH2:28]1[CH2:32][O:31][CH2:30][CH2:29]1, predict the reaction product. The product is: [C:19]([O:18][C:16]([C@H:28]([CH2:29][C:30]([O:31][CH3:32])=[O:1])[C:2]([OH:5])=[O:4])=[O:17])([CH3:20])([CH3:21])[CH3:22]. (7) Given the reactants Cl[C:2]1[N:7]=[C:6]([O:8][CH:9]([CH3:11])[CH3:10])[C:5]([N+:12]([O-:14])=[O:13])=[CH:4][CH:3]=1.[CH2:15]([Sn](CCCC)(CCCC)C=C)[CH2:16]CC, predict the reaction product. The product is: [CH:9]([O:8][C:6]1[C:5]([N+:12]([O-:14])=[O:13])=[CH:4][CH:3]=[C:2]([CH:15]=[CH2:16])[N:7]=1)([CH3:11])[CH3:10].